From a dataset of Forward reaction prediction with 1.9M reactions from USPTO patents (1976-2016). Predict the product of the given reaction. (1) Given the reactants [CH3:1][C@H:2]([NH2:6])[CH:3]([CH3:5])[CH3:4].[CH:7]1([NH:10][C:11]([C:13]2[CH:14]=[C:15]([F:37])[C:16]([CH3:36])=[C:17]([C:19]3[CH:24]=[CH:23][C:22]([C:25](O)=[O:26])=[CH:21][C:20]=3[C:28]([NH:30][C:31]3[S:32][CH:33]=[CH:34][N:35]=3)=[O:29])[CH:18]=2)=[O:12])[CH2:9][CH2:8]1.Cl.CN(C)CCCN=C=NCC.CCOC(C)=O, predict the reaction product. The product is: [CH:7]1([NH:10][C:11]([C:13]2[CH:18]=[C:17]([C:19]3[C:20]([C:28]([NH:30][C:31]4[S:32][CH:33]=[CH:34][N:35]=4)=[O:29])=[CH:21][C:22]([C:25]([NH:6][C@@H:2]([CH3:1])[CH:3]([CH3:5])[CH3:4])=[O:26])=[CH:23][CH:24]=3)[C:16]([CH3:36])=[C:15]([F:37])[CH:14]=2)=[O:12])[CH2:9][CH2:8]1. (2) Given the reactants [CH3:1][C:2]1[CH:3]=[N:4][NH:5][CH:6]=1.[O:7]1[CH:12]=[CH:11][CH2:10][CH2:9][CH2:8]1.[H-].[Na+], predict the reaction product. The product is: [CH3:1][C:2]1[CH:3]=[N:4][N:5]([CH:8]2[CH2:9][CH2:10][CH2:11][CH2:12][O:7]2)[CH:6]=1. (3) Given the reactants [Cl:1][C:2]1[CH:14]=[C:13]([CH3:15])[C:5]2[C:6]([CH3:12])=[N:7][NH:8][S:9](=[O:11])(=[O:10])[C:4]=2[C:3]=1[Cl:16], predict the reaction product. The product is: [Cl:1][C:2]1[CH:14]=[C:13]([CH3:15])[C:5]2[CH:6]([CH3:12])[NH:7][NH:8][S:9](=[O:11])(=[O:10])[C:4]=2[C:3]=1[Cl:16]. (4) The product is: [Br:1][CH2:2][CH2:3][C:4]1[C:12]2[C:7](=[CH:8][CH:9]=[CH:10][CH:11]=2)[N:6]([S:22]([C:21]2[N:20]3[C:16]([S:17][CH:18]=[CH:19]3)=[N:15][C:14]=2[Cl:13])(=[O:23])=[O:24])[CH:5]=1. Given the reactants [Br:1][CH2:2][CH2:3][C:4]1[C:12]2[C:7](=[CH:8][CH:9]=[CH:10][CH:11]=2)[NH:6][CH:5]=1.[Cl:13][C:14]1[N:15]=[C:16]2[N:20]([C:21]=1[S:22](Cl)(=[O:24])=[O:23])[CH:19]=[CH:18][S:17]2.CC(C)([O-])C.[K+], predict the reaction product. (5) Given the reactants [NH2:1][C:2]1[S:3][CH:4]([C:19]2[CH:24]=[CH:23][CH:22]=[CH:21][CH:20]=2)[C:5]([C:8]2[CH:18]=[N:17][C:11]3[O:12][CH2:13][C:14](=[O:16])[NH:15][C:10]=3[CH:9]=2)=[CH:6][N:7]=1.Cl[CH2:26][CH:27]=O, predict the reaction product. The product is: [C:19]1([CH:4]2[S:3][C:2]3=[N:1][CH:26]=[CH:27][N:7]3[CH:6]=[C:5]2[C:8]2[CH:18]=[N:17][C:11]3[O:12][CH2:13][C:14](=[O:16])[NH:15][C:10]=3[CH:9]=2)[CH:20]=[CH:21][CH:22]=[CH:23][CH:24]=1. (6) Given the reactants [F:1][C:2]1([C:20]([O:22]CC)=[O:21])[CH2:7][CH2:6][N:5]([CH:8]2[CH2:14][CH2:13][CH2:12][N:11]([C:15]([O:17][CH2:18][CH3:19])=[O:16])[CH2:10][CH2:9]2)[CH2:4][CH2:3]1.[Li+].[OH-].Cl, predict the reaction product. The product is: [CH2:18]([O:17][C:15]([N:11]1[CH2:12][CH2:13][CH2:14][CH:8]([N:5]2[CH2:4][CH2:3][C:2]([F:1])([C:20]([OH:22])=[O:21])[CH2:7][CH2:6]2)[CH2:9][CH2:10]1)=[O:16])[CH3:19]. (7) Given the reactants [NH:1]1[C:5]2[CH:6]=[CH:7][C:8]([C:10]([N:12]3[CH2:21][C@H:20]4[C@H:14]([CH2:15][CH2:16][N:17]([C:22](=[O:36])/[CH:23]=[CH:24]/[C:25]5[CH:30]=[CH:29][C:28]([S:31][C:32]([F:35])([F:34])[F:33])=[CH:27][CH:26]=5)[CH2:18][CH2:19]4)[CH2:13]3)=[O:11])=[CH:9][C:4]=2[N:3]=[N:2]1.[OH:37]O, predict the reaction product. The product is: [NH:1]1[C:5]2[CH:6]=[CH:7][C:8]([C:10]([N:12]3[CH2:13][C@H:14]4[C@H:20]([CH2:19][CH2:18][N:17]([C:22](=[O:36])/[CH:23]=[CH:24]/[C:25]5[CH:30]=[CH:29][C:28]([S:31]([C:32]([F:35])([F:34])[F:33])=[O:37])=[CH:27][CH:26]=5)[CH2:16][CH2:15]4)[CH2:21]3)=[O:11])=[CH:9][C:4]=2[N:3]=[N:2]1. (8) Given the reactants [C:1]([C:3]1[N:7]2[CH:8]=[CH:9][N:10]=[CH:11][C:6]2=[N:5][CH:4]=1)#[CH:2].I[C:13]1[CH:14]=[C:15]([CH:19]=[CH:20][C:21]=1[CH3:22])[C:16]([OH:18])=[O:17].CN(C=O)C.CCN(C(C)C)C(C)C, predict the reaction product. The product is: [N:5]1[CH:4]=[C:3]([C:1]#[C:2][C:13]2[CH:14]=[C:15]([CH:19]=[CH:20][C:21]=2[CH3:22])[C:16]([OH:18])=[O:17])[N:7]2[CH:8]=[CH:9][N:10]=[CH:11][C:6]=12. (9) Given the reactants [Br:1][C:2]1[CH:7]=[CH:6][CH:5]=[CH:4][C:3]=1I.B(O)O.C(=O)(O)[O-].[Na+], predict the reaction product. The product is: [Br:1][C:2]1[CH:7]=[C:6]([C:2]2[CH:7]=[CH:6][CH:5]=[CH:4][CH:3]=2)[CH:5]=[CH:4][CH:3]=1. (10) Given the reactants O1C2C=CC(N)=CC=2OC1.[H-].[Na+].CC1C=CC(S([O:23][CH2:24][CH2:25][C:26]([CH3:61])([CH3:60])[CH2:27][CH2:28][O:29][C:30]2[CH:35]=[CH:34][CH:33]=[CH:32][C:31]=2[C:36]2[N:37]=[CH:38][N:39](C(C3C=CC=CC=3)(C3C=CC=CC=3)C3C=CC=CC=3)[CH:40]=2)(=O)=O)=CC=1, predict the reaction product. The product is: [NH:39]1[CH:40]=[C:36]([C:31]2[CH:32]=[CH:33][CH:34]=[CH:35][C:30]=2[O:29][CH2:28][CH2:27][C:26]([CH3:60])([CH3:61])[CH2:25][CH2:24][OH:23])[N:37]=[CH:38]1.